From a dataset of Full USPTO retrosynthesis dataset with 1.9M reactions from patents (1976-2016). Predict the reactants needed to synthesize the given product. Given the product [S:24]([O:1][CH2:2][CH:3]([O:5][CH:6]1[CH2:9][N:8]([C:10]([O:12][C:13]([CH3:15])([CH3:14])[CH3:16])=[O:11])[CH2:7]1)[CH3:4])([C:21]1[CH:22]=[CH:23][C:18]([CH3:17])=[CH:19][CH:20]=1)(=[O:26])=[O:25], predict the reactants needed to synthesize it. The reactants are: [OH:1][CH2:2][CH:3]([O:5][CH:6]1[CH2:9][N:8]([C:10]([O:12][C:13]([CH3:16])([CH3:15])[CH3:14])=[O:11])[CH2:7]1)[CH3:4].[CH3:17][C:18]1[CH:23]=[CH:22][C:21]([S:24](Cl)(=[O:26])=[O:25])=[CH:20][CH:19]=1.